This data is from Forward reaction prediction with 1.9M reactions from USPTO patents (1976-2016). The task is: Predict the product of the given reaction. (1) Given the reactants F[C:2]1[CH:3]=[N:4][C:5]2[C:10]([C:11]=1[CH2:12][CH2:13][N:14]1[CH2:19][CH2:18][O:17][CH:16]([CH2:20][NH2:21])[CH2:15]1)=[N:9][C:8]([O:22][CH3:23])=[CH:7][CH:6]=2.[O:24]=[C:25]1[CH2:30][O:29][C:28]2[CH:31]=[CH:32][C:33]([CH:35]=O)=[N:34][C:27]=2[NH:26]1.O=[C:38]1CSC2C=CC(C=O)=NC=2[NH:39]1.C([O-])(O)=O.[Na+].CCN(C(C)C)C(C)C, predict the reaction product. The product is: [CH3:23][O:22][C:8]1[N:9]=[C:10]2[C:5](=[CH:6][CH:7]=1)[N:4]=[CH:3][C:2]([C:38]#[N:39])=[C:11]2[CH2:12][CH2:13][N:14]1[CH2:19][CH2:18][O:17][C@@H:16]([CH2:20][NH:21][CH2:35][C:33]2[CH:32]=[CH:31][C:28]3[O:29][CH2:30][C:25](=[O:24])[NH:26][C:27]=3[N:34]=2)[CH2:15]1. (2) Given the reactants [CH3:1][C:2]([CH3:38])([CH2:6][O:7][C:8]1[CH:13]=[C:12]([CH3:14])[C:11]([C:15]2[CH:20]=[N:19][C:18]([C:21]3[N:22](COCC[Si](C)(C)C)[CH:23]=[C:24]([C:26]([F:29])([F:28])[F:27])[N:25]=3)=[CH:17][N:16]=2)=[CH:10][N:9]=1)[C:3]([OH:5])=[O:4].CC(C)(COC1C=C(C)C(C2C=NC(C3N(COCC[Si](C)(C)C)C(C(F)(F)F)=CN=3)=CN=2)=CN=1)C(O)=O.C(O)(=O)C, predict the reaction product. The product is: [CH3:1][C:2]([CH3:38])([CH2:6][O:7][C:8]1[CH:13]=[C:12]([CH3:14])[C:11]([C:15]2[CH:20]=[N:19][C:18]([C:21]3[NH:25][C:24]([C:26]([F:28])([F:27])[F:29])=[CH:23][N:22]=3)=[CH:17][N:16]=2)=[CH:10][N:9]=1)[C:3]([OH:5])=[O:4]. (3) Given the reactants Cl[CH2:2][C:3]1[CH:8]=[CH:7][C:6]([C:9]2[C:10]([NH:15][S:16]([C:19]3[S:20][CH:21]=[CH:22][CH:23]=3)(=[O:18])=[O:17])=[N:11][CH:12]=[CH:13][N:14]=2)=[CH:5][CH:4]=1.[CH3:24][NH:25][C:26]1[CH:31]=[CH:30][C:29]([Cl:32])=[CH:28][CH:27]=1, predict the reaction product. The product is: [Cl:32][C:29]1[CH:30]=[CH:31][C:26]([N:25]([CH2:2][C:3]2[CH:4]=[CH:5][C:6]([C:9]3[C:10]([NH:15][S:16]([C:19]4[S:20][CH:21]=[CH:22][CH:23]=4)(=[O:17])=[O:18])=[N:11][CH:12]=[CH:13][N:14]=3)=[CH:7][CH:8]=2)[CH3:24])=[CH:27][CH:28]=1.